From a dataset of Forward reaction prediction with 1.9M reactions from USPTO patents (1976-2016). Predict the product of the given reaction. (1) Given the reactants [Cl:1][C:2]1[CH:3]=[C:4]([C:8]#[C:9][C:10]2[CH2:14][C:13]3([CH2:18][CH2:17][N:16]([C:19]([N:21]4[CH2:26]CN(C)CC4)=[O:20])[CH2:15]3)[O:12][N:11]=2)[CH:5]=[CH:6][CH:7]=1.CN1CCN([C:35](Cl)=[O:36])CC1, predict the reaction product. The product is: [Cl:1][C:2]1[CH:3]=[C:4]([C:8]#[C:9][C:10]2[CH2:14][C:13]3([O:12][N:11]=2)[CH2:18][CH2:17][N:16]([C:19]([N:21]([O:36][CH3:35])[CH3:26])=[O:20])[CH2:15]3)[CH:5]=[CH:6][CH:7]=1. (2) Given the reactants CO[C:3](=[O:39])[C:4]1[CH:9]=[C:8]([C:10]2[CH:11]=[C:12]3[C:18]([C:19]4[CH:24]=[CH:23][CH:22]=[CH:21][C:20]=4[O:25][CH3:26])=[CH:17][N:16](S(C4C=CC(C)=CC=4)(=O)=O)[C:13]3=[N:14][CH:15]=2)[CH:7]=[C:6]([F:37])[C:5]=1[OH:38].[CH3:40][NH:41][CH3:42], predict the reaction product. The product is: [F:37][C:6]1[C:5]([OH:38])=[C:4]([CH:9]=[C:8]([C:10]2[CH:11]=[C:12]3[C:18]([C:19]4[CH:24]=[CH:23][CH:22]=[CH:21][C:20]=4[O:25][CH3:26])=[CH:17][NH:16][C:13]3=[N:14][CH:15]=2)[CH:7]=1)[C:3]([N:41]([CH3:42])[CH3:40])=[O:39]. (3) Given the reactants Cl[C:2]1[CH:3]=[CH:4][C:5]2[N:6]([C:8]([C:11]3[O:19][C:18]4[CH:17]=[CH:16][N:15]=[C:14]([O:20][CH3:21])[C:13]=4[CH:12]=3)=[CH:9][N:10]=2)[N:7]=1.[NH2:22][CH2:23][CH:24]([OH:27])[CH2:25][CH3:26], predict the reaction product. The product is: [CH3:21][O:20][C:14]1[C:13]2[CH:12]=[C:11]([C:8]3[N:6]4[N:7]=[C:2]([NH:22][CH2:23][CH:24]([OH:27])[CH2:25][CH3:26])[CH:3]=[CH:4][C:5]4=[N:10][CH:9]=3)[O:19][C:18]=2[CH:17]=[CH:16][N:15]=1. (4) The product is: [F:16][C:11]1[CH:12]=[N:13][CH:14]=[CH:15][C:10]=1[NH:9][C:8]([N:31]1[C@@H:32]2[CH2:36][N:35]([CH2:34][CH2:33]2)[C:29]2[CH:28]=[CH:27][C:26]([C:22]3[CH:23]=[CH:24][CH:25]=[C:20]([C:19]([F:18])([F:38])[F:39])[CH:21]=3)=[N:37][C:30]1=2)=[O:17]. Given the reactants C1(O[C:8](=[O:17])[NH:9][C:10]2[CH:15]=[CH:14][N:13]=[CH:12][C:11]=2[F:16])C=CC=CC=1.[F:18][C:19]([F:39])([F:38])[C:20]1[CH:21]=[C:22]([C:26]2[CH:27]=[CH:28][C:29]3[N:35]4[CH2:36][C@H:32]([CH2:33][CH2:34]4)[NH:31][C:30]=3[N:37]=2)[CH:23]=[CH:24][CH:25]=1, predict the reaction product. (5) Given the reactants [CH:1]1([C:5]2[O:9][N:8]=[C:7]([C:10]3[C:15]([Cl:16])=[CH:14][CH:13]=[CH:12][C:11]=3[Cl:17])[C:6]=2[C:18](OCC)=[O:19])[CH2:4][CH2:3][CH2:2]1.[H-].C([Al+]CC(C)C)C(C)C.[C@H](O)(C([O-])=O)[C@@H](O)C([O-])=O.[Na+].[K+].C(OCC)(=O)C, predict the reaction product. The product is: [CH:1]1([C:5]2[O:9][N:8]=[C:7]([C:10]3[C:11]([Cl:17])=[CH:12][CH:13]=[CH:14][C:15]=3[Cl:16])[C:6]=2[CH2:18][OH:19])[CH2:2][CH2:3][CH2:4]1. (6) Given the reactants [F:1][C:2]1[CH:7]=[C:6]([C:8]2[CH:13]=[CH:12][N:11]=[C:10]3[NH:14][C:15]([C:17]4[CH:18]=[N:19][N:20]([CH3:22])[CH:21]=4)=[N:16][C:9]=23)[CH:5]=[CH:4][C:3]=1[CH2:23][NH2:24].[CH3:25][C:26]1([C:29]2[N:33]=[C:32]([C:34](OC)=[O:35])[O:31][N:30]=2)[CH2:28][CH2:27]1, predict the reaction product. The product is: [F:1][C:2]1[CH:7]=[C:6]([C:8]2[CH:13]=[CH:12][N:11]=[C:10]3[NH:14][C:15]([C:17]4[CH:18]=[N:19][N:20]([CH3:22])[CH:21]=4)=[N:16][C:9]=23)[CH:5]=[CH:4][C:3]=1[CH2:23][NH:24][C:34]([C:32]1[O:31][N:30]=[C:29]([C:26]2([CH3:25])[CH2:27][CH2:28]2)[N:33]=1)=[O:35].